From a dataset of Forward reaction prediction with 1.9M reactions from USPTO patents (1976-2016). Predict the product of the given reaction. (1) Given the reactants [N:1]1([C:7]([N:9]2[CH2:14][CH:13]([C:15]3[CH:20]=[CH:19][C:18]([O:21][C:22]([F:25])([F:24])[F:23])=[CH:17][CH:16]=3)[CH2:12][CH:11]([C:26]([OH:28])=O)[CH2:10]2)=[O:8])[CH2:6][CH2:5][O:4][CH2:3][CH2:2]1.[NH2:29][C:30](=[N:36]O)[C:31]([O:33][CH2:34][CH3:35])=[O:32], predict the reaction product. The product is: [N:1]1([C:7]([N:9]2[CH2:14][CH:13]([C:15]3[CH:16]=[CH:17][C:18]([O:21][C:22]([F:23])([F:25])[F:24])=[CH:19][CH:20]=3)[CH2:12][CH:11]([C:26]3[O:28][N:36]=[C:30]([C:31]([O:33][CH2:34][CH3:35])=[O:32])[N:29]=3)[CH2:10]2)=[O:8])[CH2:2][CH2:3][O:4][CH2:5][CH2:6]1. (2) Given the reactants [Si:1]([O:8][C@H:9]([C:32]1[CH:33]=[N:34][C:35](Cl)=[CH:36][CH:37]=1)[C@H:10]1[CH2:14][CH2:13][C@@H:12]([CH2:15][C:16]2[CH:21]=[CH:20][C:19]([N+:22]([O-])=O)=[CH:18][CH:17]=2)[N:11]1[C:25]([O:27][C:28]([CH3:31])([CH3:30])[CH3:29])=[O:26])([C:4]([CH3:7])([CH3:6])[CH3:5])([CH3:3])[CH3:2].C([O-])(=O)C.[K+], predict the reaction product. The product is: [NH2:22][C:19]1[CH:20]=[CH:21][C:16]([CH2:15][C@@H:12]2[CH2:13][CH2:14][C@H:10]([C@H:9]([O:8][Si:1]([C:4]([CH3:7])([CH3:5])[CH3:6])([CH3:3])[CH3:2])[C:32]3[CH:33]=[N:34][CH:35]=[CH:36][CH:37]=3)[N:11]2[C:25]([O:27][C:28]([CH3:31])([CH3:30])[CH3:29])=[O:26])=[CH:17][CH:18]=1. (3) Given the reactants [OH:1][C:2]1[CH:3]=[C:4]([CH:29]=[CH:30][CH:31]=1)[C:5]([NH:7][C:8]1[CH:9]=[C:10]([CH:26]=[CH:27][CH:28]=1)[CH2:11][NH:12][C:13]1[C:22]2[C:17](=[C:18]([C:23]([NH2:25])=[O:24])[CH:19]=[CH:20][CH:21]=2)[N:16]=[CH:15][N:14]=1)=[O:6].C([O-])([O-])=O.[Cs+].[Cs+].Br[CH2:39][CH2:40][O:41][CH3:42].O, predict the reaction product. The product is: [CH3:42][O:41][CH2:40][CH2:39][O:1][C:2]1[CH:3]=[C:4]([CH:29]=[CH:30][CH:31]=1)[C:5]([NH:7][C:8]1[CH:9]=[C:10]([CH:26]=[CH:27][CH:28]=1)[CH2:11][NH:12][C:13]1[C:22]2[C:17](=[C:18]([C:23]([NH2:25])=[O:24])[CH:19]=[CH:20][CH:21]=2)[N:16]=[CH:15][N:14]=1)=[O:6].